Predict the reaction yield, written as a fraction of the theoretical maximum amount of product (1.0 means a 100% yield; for example, 0.34 means a 34% yield). From a dataset of Reaction yield outcomes from USPTO patents with 853,638 reactions. (1) The yield is 0.914. The reactants are [Cl:1][CH2:2][C:3]1[CH:8]=[CH:7][C:6]([CH2:9][OH:10])=[CH:5][CH:4]=1.[C:11]1([P:17]([C:24]2[CH:29]=[CH:28][CH:27]=[CH:26][CH:25]=2)[C:18]2[CH:23]=[CH:22][CH:21]=[CH:20][CH:19]=2)[CH:16]=[CH:15][CH:14]=[CH:13][CH:12]=1. The product is [Cl-:1].[OH:10][CH2:9][C:6]1[CH:7]=[CH:8][C:3]([CH2:2][P+:17]([C:18]2[CH:19]=[CH:20][CH:21]=[CH:22][CH:23]=2)([C:24]2[CH:29]=[CH:28][CH:27]=[CH:26][CH:25]=2)[C:11]2[CH:12]=[CH:13][CH:14]=[CH:15][CH:16]=2)=[CH:4][CH:5]=1. The catalyst is C1(C)C=CC=CC=1. (2) The reactants are [NH2:1][C@H:2]([C:7]1[CH:12]=[CH:11][C:10]([Br:13])=[CH:9][CH:8]=1)[CH2:3][C:4](O)=[O:5].CO. The catalyst is C1COCC1. The product is [NH2:1][C@H:2]([C:7]1[CH:8]=[CH:9][C:10]([Br:13])=[CH:11][CH:12]=1)[CH2:3][CH2:4][OH:5]. The yield is 0.655. (3) The reactants are Cl[C:2]1[C:3]([C:10]([O:12][CH3:13])=[O:11])=[N:4][N:5]([CH3:9])[C:6](=[O:8])[CH:7]=1.[F:14][C:15]1[CH:21]=[CH:20][CH:19]=[CH:18][C:16]=1[NH2:17]. No catalyst specified. The product is [F:14][C:15]1[CH:21]=[CH:20][CH:19]=[CH:18][C:16]=1[NH:17][C:2]1[C:3]([C:10]([O:12][CH3:13])=[O:11])=[N:4][N:5]([CH3:9])[C:6](=[O:8])[CH:7]=1. The yield is 0.610. (4) The reactants are [Cl:1][C:2]1[CH:3]=[C:4]([CH:23]([CH2:29][CH:30]2[CH2:32][CH2:31]2)[C:24]([O:26]CC)=[O:25])[CH:5]=[C:6]([C:13]2[CH:18]=[CH:17][C:16]([C:19]([F:22])([F:21])[F:20])=[CH:15][CH:14]=2)[C:7]=1[O:8][CH2:9][CH:10]1[CH2:12][CH2:11]1.O.[OH-].[Li+]. The catalyst is CO.C1COCC1.O. The product is [Cl:1][C:2]1[CH:3]=[C:4]([CH:23]([CH2:29][CH:30]2[CH2:31][CH2:32]2)[C:24]([OH:26])=[O:25])[CH:5]=[C:6]([C:13]2[CH:14]=[CH:15][C:16]([C:19]([F:22])([F:21])[F:20])=[CH:17][CH:18]=2)[C:7]=1[O:8][CH2:9][CH:10]1[CH2:12][CH2:11]1. The yield is 0.560. (5) The reactants are [C:1]([O-:4])(=[S:3])[CH3:2].[K+].Br[C:7]([CH3:28])([CH3:27])[C:8]([NH:10][C:11]1[O:15][N:14]=[C:13]([C:16]([CH3:26])([CH3:25])[CH2:17][O:18][CH:19]2[CH2:24][CH2:23][CH2:22][CH2:21][O:20]2)[CH:12]=1)=[O:9].C(OCC)C. The catalyst is CN(C=O)C. The product is [CH3:26][C:16]([C:13]1[CH:12]=[C:11]([NH:10][C:8]([C:7]([S:3][C:1](=[O:4])[CH3:2])([CH3:28])[CH3:27])=[O:9])[O:15][N:14]=1)([CH3:25])[CH2:17][O:18][CH:19]1[CH2:24][CH2:23][CH2:22][CH2:21][O:20]1. The yield is 0.580. (6) The reactants are Cl[C:2]1[N:10]=[CH:9][N:8]=[C:7]2[C:3]=1[N:4]=[CH:5][N:6]2[C@H:11]1[C@@H:15]2[O:16]C(C)(C)[O:18][C@@H:14]2[C@@H:13]([CH2:21][NH:22][S:23](=O)(=[O:25])[O-:24])[O:12]1.[F:27][C:28]1[CH:35]=[CH:34][C:31]([CH2:32][NH2:33])=[CH:30][CH:29]=1.CC[N:38](C(C)C)C(C)C. The catalyst is CCO. The product is [F:27][C:28]1[CH:35]=[CH:34][C:31]([CH2:32][NH:33][C:2]2[N:10]=[CH:9][N:8]=[C:7]3[C:3]=2[N:4]=[CH:5][N:6]3[C@@H:11]2[O:12][C@H:13]([CH2:21][NH:22][S:23]([NH2:38])(=[O:25])=[O:24])[C@@H:14]([OH:18])[C@H:15]2[OH:16])=[CH:30][CH:29]=1. The yield is 0.230. (7) The reactants are Cl[C:2]1[C:7]([NH:8][C:9](=O)[CH3:10])=[CH:6][C:5]([C:12]2[CH:17]=[CH:16][N:15]=[C:14]([S:18][CH3:19])[N:13]=2)=[C:4]([C:20]2[CH:25]=[CH:24][C:23]([F:26])=[CH:22][CH:21]=2)[N:3]=1.P12(SP3(SP(SP(S3)(S1)=S)(=S)S2)=S)=[S:28].O. The catalyst is N1C=CC=CC=1. The product is [F:26][C:23]1[CH:24]=[CH:25][C:20]([C:4]2[N:3]=[C:2]3[S:28][C:9]([CH3:10])=[N:8][C:7]3=[CH:6][C:5]=2[C:12]2[CH:17]=[CH:16][N:15]=[C:14]([S:18][CH3:19])[N:13]=2)=[CH:21][CH:22]=1. The yield is 0.450. (8) The reactants are [F:1][C:2]1[C:3]([NH:12][C:13]2[CH:18]=[CH:17][C:16]([I:19])=[CH:15][C:14]=2[F:20])=[C:4]([CH:8]=[CH:9][C:10]=1[F:11])[C:5]([OH:7])=O.Cl.CN(C)CCCN=C=NCC.Cl.[OH:34][CH:35]([C:37]1([OH:41])[CH2:40][NH:39][CH2:38]1)[CH3:36].C(OCC)(=O)C. The catalyst is CN(C)C1C=CN=CC=1.CN(C=O)C. The product is [F:1][C:2]1[C:3]([NH:12][C:13]2[CH:18]=[CH:17][C:16]([I:19])=[CH:15][C:14]=2[F:20])=[C:4]([C:5]([N:39]2[CH2:40][C:37]([CH:35]([OH:34])[CH3:36])([OH:41])[CH2:38]2)=[O:7])[CH:8]=[CH:9][C:10]=1[F:11]. The yield is 0.650.